Dataset: Full USPTO retrosynthesis dataset with 1.9M reactions from patents (1976-2016). Task: Predict the reactants needed to synthesize the given product. (1) Given the product [C:11]([O:15][C:16](=[O:20])[CH:17]([N:6]1[CH:7]=[CH:8][C:4]([N+:1]([O-:3])=[O:2])=[N:5]1)[CH3:18])([CH3:14])([CH3:13])[CH3:12], predict the reactants needed to synthesize it. The reactants are: [N+:1]([C:4]1[CH:8]=[CH:7][NH:6][N:5]=1)([O-:3])=[O:2].[H-].[Na+].[C:11]([O:15][C:16](=[O:20])[CH2:17][CH2:18]Br)([CH3:14])([CH3:13])[CH3:12]. (2) Given the product [CH3:30][O:29][C:22]1[CH:23]=[C:24]([O:27][CH3:28])[CH:25]=[CH:26][C:21]=1[CH2:20][NH:19][C:18]1[C:13]2[N:14]([C:10]([CH:5]3[CH2:4][CH2:3][CH2:1][NH:2][C:6]3=[O:8])=[N:11][C:12]=2[C:31]2[CH:32]=[CH:33][C:34]([C:35]([O:37][CH3:38])=[O:36])=[CH:39][CH:40]=2)[CH:15]=[CH:16][N:17]=1, predict the reactants needed to synthesize it. The reactants are: [C:1]([CH2:3][CH2:4][CH:5]([C:10]1[N:14]2[CH:15]=[CH:16][N:17]=[C:18]([NH:19][CH2:20][C:21]3[CH:26]=[CH:25][C:24]([O:27][CH3:28])=[CH:23][C:22]=3[O:29][CH3:30])[C:13]2=[C:12]([C:31]2[CH:40]=[CH:39][C:34]([C:35]([O:37][CH3:38])=[O:36])=[CH:33][CH:32]=2)[N:11]=1)[C:6]([O:8]C)=O)#[N:2].CO. (3) The reactants are: Br[C:2]1[CH:7]=[CH:6][C:5]([F:8])=[C:4]([O:9][CH3:10])[CH:3]=1.[C:11]([C:14]1[CH:19]=[CH:18][C:17](B(O)O)=[CH:16][CH:15]=1)([OH:13])=[O:12]. Given the product [C:11]([C:14]1[CH:19]=[CH:18][C:17]([C:2]2[CH:7]=[CH:6][C:5]([F:8])=[C:4]([O:9][CH3:10])[CH:3]=2)=[CH:16][CH:15]=1)([OH:13])=[O:12], predict the reactants needed to synthesize it. (4) Given the product [CH2:1]([C:3]1[C:11]2[C:6](=[CH:7][N:8]=[CH:9][CH:10]=2)[N:5]([NH:12][C:27]([C:23]2[C:24]([CH3:26])=[N:25][C:20]([C:16]3[CH:17]=[CH:18][CH:19]=[C:14]([F:13])[CH:15]=3)=[N:21][CH:22]=2)=[O:28])[CH:4]=1)[CH3:2], predict the reactants needed to synthesize it. The reactants are: [CH2:1]([C:3]1[C:11]2[C:6](=[CH:7][N:8]=[CH:9][CH:10]=2)[N:5]([NH2:12])[CH:4]=1)[CH3:2].[F:13][C:14]1[CH:15]=[C:16]([C:20]2[N:25]=[C:24]([CH3:26])[C:23]([C:27](O)=[O:28])=[CH:22][N:21]=2)[CH:17]=[CH:18][CH:19]=1.CN(C(ON1N=NC2C=CC=NC1=2)=[N+](C)C)C.F[P-](F)(F)(F)(F)F.CCN(C(C)C)C(C)C. (5) The reactants are: Cl.[CH3:2][NH:3][O:4][CH3:5].[F:13][C:12]([F:15])([F:14])[C:11](O[C:11](=[O:16])[C:12]([F:15])([F:14])[F:13])=[O:16].N1C=CC=CC=1. Given the product [F:15][C:12]([F:13])([F:14])[C:11]([N:3]([O:4][CH3:5])[CH3:2])=[O:16], predict the reactants needed to synthesize it.